This data is from Forward reaction prediction with 1.9M reactions from USPTO patents (1976-2016). The task is: Predict the product of the given reaction. (1) Given the reactants [NH:1]1[C:9]2[C:4](=[CH:5][C:6]([O:10][C:11]3[C:20]4[C:15](=[CH:16][C:17]([O:23][CH2:24][C@H:25]5[CH2:27][O:26]5)=[C:18]([O:21][CH3:22])[CH:19]=4)[N:14]=[CH:13][N:12]=3)=[CH:7][CH:8]=2)[CH:3]=[CH:2]1.[CH3:28][NH:29][CH3:30], predict the reaction product. The product is: [OH:26][C@H:25]([CH2:27][N:29]([CH3:30])[CH3:28])[CH2:24][O:23][C:17]1[CH:16]=[C:15]2[C:20]([C:11]([O:10][C:6]3[CH:5]=[C:4]4[C:9](=[CH:8][CH:7]=3)[NH:1][CH:2]=[CH:3]4)=[N:12][CH:13]=[N:14]2)=[CH:19][C:18]=1[O:21][CH3:22]. (2) Given the reactants [NH2:1][C:2]1[CH:3]=[C:4]([CH:10]=[CH:11][N:12]=1)[C:5]([O:7][CH2:8][CH3:9])=[O:6].[CH3:13][S:14](Cl)(=[O:16])=[O:15], predict the reaction product. The product is: [CH3:13][S:14]([NH:1][C:2]1[CH:3]=[C:4]([CH:10]=[CH:11][N:12]=1)[C:5]([O:7][CH2:8][CH3:9])=[O:6])(=[O:16])=[O:15].